This data is from Forward reaction prediction with 1.9M reactions from USPTO patents (1976-2016). The task is: Predict the product of the given reaction. (1) Given the reactants [CH3:1][N:2]([CH3:27])[C:3]([S:5][C:6]1[CH:11]=[CH:10][C:9]([CH2:12][CH2:13][CH2:14][CH2:15][N:16]2C(=O)C3=CC=CC=C3C2=O)=[CH:8][CH:7]=1)=[O:4].CN, predict the reaction product. The product is: [CH3:27][N:2]([CH3:1])[C:3]([S:5][C:6]1[CH:11]=[CH:10][C:9]([CH2:12][CH2:13][CH2:14][CH2:15][NH2:16])=[CH:8][CH:7]=1)=[O:4]. (2) The product is: [CH3:4][S:1]([O:6][C@H:7]1[CH2:15][C:14]2[C:9](=[CH:10][CH:11]=[CH:12][CH:13]=2)[C@@H:8]1[NH:16][C:17]([O:18][C:19]([CH3:22])([CH3:21])[CH3:20])=[O:23])(=[O:3])=[O:2]. Given the reactants [S:1](Cl)([CH3:4])(=[O:3])=[O:2].[OH:6][C@H:7]1[CH2:15][C:14]2[C:9](=[CH:10][CH:11]=[CH:12][CH:13]=2)[C@@H:8]1[NH:16][C:17](=[O:23])[O:18][C:19]([CH3:22])([CH3:21])[CH3:20].C(N(CC)CC)C, predict the reaction product. (3) Given the reactants C1(C2NN=C([NH:9][C:10]3[C:19]4[C:14](=[CH:15][CH:16]=[CH:17][CH:18]=4)[N:13]=[C:12](Cl)[N:11]=3)C=2)CC1.[CH3:21][CH:22]1[CH2:27][CH2:26][NH:25][CH2:24][CH2:23]1.C(=O)([O-])[O-].[K+].[K+], predict the reaction product. The product is: [CH3:21][CH:22]1[CH2:27][CH2:26][N:25]([C:12]2[N:11]=[C:10]([NH2:9])[C:19]3[C:14](=[CH:15][CH:16]=[CH:17][CH:18]=3)[N:13]=2)[CH2:24][CH2:23]1.